Task: Predict the reactants needed to synthesize the given product.. Dataset: Full USPTO retrosynthesis dataset with 1.9M reactions from patents (1976-2016) (1) The reactants are: [NH2:1][C:2]1C2C(=CC=CC=2)N=C[CH:3]=1.CCN(C[CH2:18][CH2:19][CH:20]([NH:22][C:23]1[CH:24]=[CH:25][N:26]=[C:27]2[CH:32]=[C:31]([Cl:33])[CH:30]=[CH:29][C:28]=12)C)CC.ClC1C=C2C(C(NCCCN)=CC=N2)=CC=1. Given the product [Cl:33][C:31]1[CH:32]=[C:27]2[C:28]([C:23]([NH:22][CH2:20][CH2:19][CH2:18][NH:1][CH2:2][CH3:3])=[CH:24][CH:25]=[N:26]2)=[CH:29][CH:30]=1, predict the reactants needed to synthesize it. (2) Given the product [Br:18][C:19]1[CH:24]=[CH:23][N:22]2[C:2]([C:5]([O:7][CH2:8][CH3:9])=[O:6])=[CH:3][N:25]=[C:21]2[CH:20]=1, predict the reactants needed to synthesize it. The reactants are: Cl/[C:2](/[C:5]([O:7][CH2:8][CH3:9])=[O:6])=[CH:3]/[O-].[K+].Cl.O1CCOCC1.[Br:18][C:19]1[CH:24]=[CH:23][N:22]=[C:21]([NH2:25])[CH:20]=1. (3) Given the product [CH3:20][N:21]([CH:26]1[CH2:30][CH2:29][N:28]([CH2:2][C:3]2[S:11][C:10]3[C:9]([N:12]4[CH2:17][CH2:16][O:15][CH2:14][CH2:13]4)=[N:8][C:7]([CH3:31])=[N:6][C:5]=3[CH:4]=2)[CH2:27]1)[S:22]([CH3:25])(=[O:24])=[O:23], predict the reactants needed to synthesize it. The reactants are: Br[CH2:2][C:3]1[S:11][C:10]2[C:9]([N:12]3[CH2:17][CH2:16][O:15][CH2:14][CH2:13]3)=[N:8][C:7](Cl)=[N:6][C:5]=2[CH:4]=1.Cl.[CH3:20][N:21]([CH:26]1[CH2:30][CH2:29][NH:28][CH2:27]1)[S:22]([CH3:25])(=[O:24])=[O:23].[C:31](=O)([O-])[O-].[K+].[K+]. (4) Given the product [N:2]1[NH:20][N:21]=[N:22][C:1]=1[C@H:3]1[CH2:4][CH2:5][C@H:6]([CH2:9][NH:10][C:11](=[O:17])[O:12][C:13]([CH3:14])([CH3:16])[CH3:15])[CH2:7][CH2:8]1, predict the reactants needed to synthesize it. The reactants are: [C:1]([C@H:3]1[CH2:8][CH2:7][C@H:6]([CH2:9][NH:10][C:11](=[O:17])[O:12][C:13]([CH3:16])([CH3:15])[CH3:14])[CH2:5][CH2:4]1)#[N:2].[Cl-].[NH4+].[N-:20]=[N+:21]=[N-:22].[Na+]. (5) Given the product [CH:20]1([C:18]2[C:17]3[CH:16]=[CH:29][CH:28]=[CH:27][C:26]=3[N:15]([CH2:30][C:31](=[O:36])[C:32]([CH3:33])([CH3:35])[CH3:34])[C:14](=[O:37])[N:13]([CH2:12][C:11]([NH:10][C:6]3[CH:5]=[C:4]([C:48]4[N:49]=[N:50][N:51]([CH2:53][O:54][C:55](=[O:60])[C:56]([CH3:58])([CH3:57])[CH3:59])[N:52]=4)[CH:9]=[CH:8][CH:7]=3)=[O:38])[N:19]=2)[CH2:24][CH2:23][CH2:22][CH2:21]1, predict the reactants needed to synthesize it. The reactants are: COC(=O)[C:4]1[CH:9]=[CH:8][CH:7]=[C:6]([NH:10][C:11](=[O:38])[CH2:12][N:13]2[N:19]=[C:18]([CH:20]3C[CH2:24][CH2:23][CH2:22][CH2:21]3)[C:17]3[CH:26]=[CH:27][CH:28]=[CH:29][C:16]=3[N:15]([CH2:30][C:31](=[O:36])[C:32]([CH3:35])([CH3:34])[CH3:33])[C:14]2=[O:37])[CH:5]=1.NC1C=C(N(C)[C:48]2[N:49]=[N:50][N:51]([CH2:53][O:54][C:55](=[O:60])[C:56]([CH3:59])([CH3:58])[CH3:57])[N:52]=2)C=CC=1. (6) Given the product [O:60]1[CH2:65][CH2:64][CH:63]([CH2:66][NH:67][C:16]([C:13]2[CH:12]=[C:11]([CH2:10][O:9][CH2:8][C:7]3[CH:6]=[CH:5][C:4]([O:3][C:2]([F:1])([F:29])[F:30])=[CH:28][CH:27]=3)[O:15][N:14]=2)=[O:18])[CH2:62][CH2:61]1, predict the reactants needed to synthesize it. The reactants are: [F:1][C:2]([F:30])([F:29])[O:3][C:4]1[CH:28]=[CH:27][C:7]([CH2:8][O:9][CH:10](OCC2C=CC=CC=2)[C:11]2[O:15][N:14]=[C:13]([C:16]([OH:18])=O)[CH:12]=2)=[CH:6][CH:5]=1.C(N(CC)CC)C.Cl.C(N=C=NCCCN(C)C)C.ON1C2C=CC=CC=2N=N1.[O:60]1[CH2:65][CH2:64][CH:63]([CH2:66][NH2:67])[CH2:62][CH2:61]1. (7) Given the product [O:31]=[S:27]1(=[O:32])[CH2:28][CH2:29][CH2:30][N:26]1[C:23]1[CH:24]=[CH:25][C:20]([C:18]([N:15]2[CH2:16][CH2:17][N:12]([C:3]3[C:2]([CH3:33])=[CH:7][C:6]([C:8]([F:11])([F:10])[F:9])=[CH:5][N:4]=3)[CH2:13][CH2:14]2)=[O:19])=[CH:21][CH:22]=1, predict the reactants needed to synthesize it. The reactants are: Cl[C:2]1[C:3]([N:12]2[CH2:17][CH2:16][N:15]([C:18]([C:20]3[CH:25]=[CH:24][C:23]([N:26]4[CH2:30][CH2:29][CH2:28][S:27]4(=[O:32])=[O:31])=[CH:22][CH:21]=3)=[O:19])[CH2:14][CH2:13]2)=[N:4][CH:5]=[C:6]([C:8]([F:11])([F:10])[F:9])[CH:7]=1.[CH:33]1(P(C2CCCCC2)C2C=CC=CC=2C2C(OC)=CC=CC=2OC)CCCCC1.[F-].[K+].CB(O)O.